Task: Predict which catalyst facilitates the given reaction.. Dataset: Catalyst prediction with 721,799 reactions and 888 catalyst types from USPTO (1) Reactant: C(OC([N:8]1[CH2:13][CH2:12][N:11]([C:14]2[CH:19]=[CH:18][C:17]([F:20])=[C:16]([C:21]3[N:25]([CH3:26])[C:24]4[CH:27]=[CH:28][CH:29]=[CH:30][C:23]=4[N:22]=3)[CH:15]=2)[CH2:10][CH2:9]1)=O)(C)(C)C. Product: [F:20][C:17]1[CH:18]=[CH:19][C:14]([N:11]2[CH2:12][CH2:13][NH:8][CH2:9][CH2:10]2)=[CH:15][C:16]=1[C:21]1[N:25]([CH3:26])[C:24]2[CH:27]=[CH:28][CH:29]=[CH:30][C:23]=2[N:22]=1. The catalyst class is: 158. (2) Reactant: C1C2NC3C(=CC=CC=3)C=2C(OCC(O)CNC(C)(C)CN[C:22](=[O:38])[CH2:23][O:24][C:25]2[CH:30]=[CH:29][C:28]([C:31]3[CH2:36][CH2:35][C:34](=[O:37])[NH:33][N:32]=3)=[CH:27][N:26]=2)=CC=1.O.NN.[C:45](O)(=[O:47])[CH3:46].C(OCC)(=O)C. Product: [CH2:45]([O:47][C:22](=[O:38])[CH2:23][O:24][C:25]1[CH:30]=[CH:29][C:28]([C:31]2[CH2:36][CH2:35][C:34](=[O:37])[NH:33][N:32]=2)=[CH:27][N:26]=1)[CH3:46]. The catalyst class is: 8. (3) Reactant: [C:1]([N:4]1[CH2:9][CH2:8][N:7]([C:10]2[N:11]([CH2:32][C:33]([F:36])([F:35])[F:34])[C:12]3[C:17]([N:18]=2)=[C:16]([N:19]2[CH2:24][CH2:23][O:22][CH2:21][CH2:20]2)[N:15]=[C:14]([C:25]2[CH:26]=[N:27][C:28]([NH2:31])=[N:29][CH:30]=2)[N:13]=3)[CH2:6][C@@H:5]1[CH3:37])(=[O:3])[CH3:2].[CH3:38][S:39]([OH:42])(=[O:41])=[O:40]. Product: [CH3:38][S:39]([OH:42])(=[O:41])=[O:40].[C:1]([N:4]1[CH2:9][CH2:8][N:7]([C:10]2[N:11]([CH2:32][C:33]([F:36])([F:35])[F:34])[C:12]3[C:17]([N:18]=2)=[C:16]([N:19]2[CH2:20][CH2:21][O:22][CH2:23][CH2:24]2)[N:15]=[C:14]([C:25]2[CH:26]=[N:27][C:28]([NH2:31])=[N:29][CH:30]=2)[N:13]=3)[CH2:6][C@@H:5]1[CH3:37])(=[O:3])[CH3:2]. The catalyst class is: 138. (4) Reactant: CO[C:3](=[O:13])[C:4]1[C:9]([I:10])=[CH:8][CH:7]=[CH:6][C:5]=1[CH2:11]Br.[CH3:14][C:15]1[CH:22]=[CH:21][C:18]([CH2:19][NH2:20])=[CH:17][CH:16]=1.C([O-])([O-])=O.[K+].[K+].C(OCC)(=O)C. Product: [I:10][C:9]1[CH:8]=[CH:7][CH:6]=[C:5]2[C:4]=1[C:3](=[O:13])[N:20]([CH2:19][C:18]1[CH:21]=[CH:22][C:15]([CH3:14])=[CH:16][CH:17]=1)[CH2:11]2. The catalyst class is: 345. (5) The catalyst class is: 16. Product: [Br:12][C:13]1[CH:14]=[CH:15][C:16]([CH:2]([C:1]([O:8][CH3:9])=[O:7])[C:3]([O:5][CH3:6])=[O:4])=[C:17]([N+:19]([O-:21])=[O:20])[CH:18]=1. Reactant: [C:1]([O:8][CH3:9])(=[O:7])[CH2:2][C:3]([O:5][CH3:6])=[O:4].[H-].[Na+].[Br:12][C:13]1[CH:14]=[CH:15][C:16](F)=[C:17]([N+:19]([O-:21])=[O:20])[CH:18]=1. (6) Reactant: Cl[C:2]1[C:3]2[N:10]=[N:9][N:8]([C:11]3[CH:16]=[CH:15][CH:14]=[CH:13][C:12]=3[Cl:17])[C:4]=2[N:5]=[CH:6][N:7]=1.[F:18][C:19]([F:31])([F:30])[S:20]([C:23]1[CH:29]=[CH:28][C:26]([NH2:27])=[CH:25][CH:24]=1)(=[O:22])=[O:21]. Product: [Cl:17][C:12]1[CH:13]=[CH:14][CH:15]=[CH:16][C:11]=1[N:8]1[C:4]2[N:5]=[CH:6][N:7]=[C:2]([NH:27][C:26]3[CH:28]=[CH:29][C:23]([S:20]([C:19]([F:31])([F:18])[F:30])(=[O:22])=[O:21])=[CH:24][CH:25]=3)[C:3]=2[N:10]=[N:9]1. The catalyst class is: 10.